Dataset: Forward reaction prediction with 1.9M reactions from USPTO patents (1976-2016). Task: Predict the product of the given reaction. (1) Given the reactants C(OC[N:10]1[C:19]2[C:14](=[CH:15][C:16]3[CH:24]([CH3:25])[CH2:23][N:22]([C:26]([O:28][C:29]([CH3:32])([CH3:31])[CH3:30])=[O:27])[CH2:21][CH2:20][C:17]=3[CH:18]=2)[CH2:13][CH2:12][C:11]1=[O:33])C1C=CC=CC=1.Br, predict the reaction product. The product is: [CH3:25][CH:24]1[C:16]2[CH:15]=[C:14]3[C:19](=[CH:18][C:17]=2[CH2:20][CH2:21][N:22]([C:26]([O:28][C:29]([CH3:30])([CH3:32])[CH3:31])=[O:27])[CH2:23]1)[NH:10][C:11](=[O:33])[CH2:12][CH2:13]3. (2) Given the reactants [N:1]1[C:6]([C:7]2[CH:8]=[C:9](O)[CH:10]=[C:11]([OH:13])[CH:12]=2)=[N:5][C:4]([C:15]2[CH:16]=[C:17]([OH:22])[CH:18]=[C:19]([OH:21])[CH:20]=2)=[N:3][C:2]=1[C:23]1[CH:24]=[C:25]([OH:30])[CH:26]=[C:27]([OH:29])[CH:28]=1.Br[CH2:32][CH2:33][CH2:34][CH2:35][CH2:36][CH2:37][CH2:38][CH2:39][CH2:40][CH2:41][CH2:42][CH3:43].[C:44]([O-:47])([O-])=O.[K+].[K+].C1O[CH2:66][CH2:65]OCCOCCOCCOCCOC1, predict the reaction product. The product is: [CH2:32]([O:29][C:27]1[CH:28]=[C:23]([C:2]2[N:3]=[C:4]([C:15]3[CH:16]=[C:17]([O:22][CH2:43][CH2:42][CH2:41][CH2:40][CH2:39][CH2:38][CH2:37][CH2:36][CH2:35][CH2:34][CH2:33][CH3:32])[CH:18]=[C:19]([O:21][CH2:43][CH2:42][CH2:41][CH2:40][CH2:39][CH2:38][CH2:37][CH2:36][CH2:35][CH2:34][CH2:33][CH3:32])[CH:20]=3)[N:5]=[C:6]([C:7]3[CH:12]=[C:11]([O:13][CH2:43][CH2:42][CH2:41][CH2:40][CH2:39][CH2:38][CH2:37][CH2:36][CH2:35][CH2:34][CH2:33][CH3:32])[CH:10]=[C:9]([O:47][CH2:44][CH2:32][CH2:33][CH2:34][CH2:35][CH2:36][CH2:37][CH2:38][CH2:39][CH2:40][CH2:65][CH3:66])[CH:8]=3)[N:1]=2)[CH:24]=[C:25]([O:30][CH2:43][CH2:42][CH2:41][CH2:40][CH2:39][CH2:38][CH2:37][CH2:36][CH2:35][CH2:34][CH2:33][CH3:32])[CH:26]=1)[CH2:33][CH2:34][CH2:35][CH2:36][CH2:37][CH2:38][CH2:39][CH2:40][CH2:41][CH2:42][CH3:43]. (3) Given the reactants [Si:1]([O:8][C@@H:9]([CH2:21][C:22]([NH2:24])=[O:23])[CH2:10][C:11]([O:13]CC1C=CC=CC=1)=[O:12])([C:4]([CH3:7])([CH3:6])[CH3:5])([CH3:3])[CH3:2].[H][H], predict the reaction product. The product is: [Si:1]([O:8][C@H:9]([CH2:10][C:11]([OH:13])=[O:12])[CH2:21][C:22]([NH2:24])=[O:23])([C:4]([CH3:6])([CH3:7])[CH3:5])([CH3:3])[CH3:2]. (4) Given the reactants [Cl:1][C:2]1[CH:10]=[CH:9][C:8]([C:11]2[N:12]([C:22]([O:24][C:25]([CH3:28])([CH3:27])[CH3:26])=[O:23])[C:13]3[C:18]([CH:19]=2)=[CH:17][C:16]([CH:20]=O)=[CH:15][CH:14]=3)=[C:7]2[C:3]=1[CH2:4][NH:5][C:6]2=[O:29].[NH2:30][C:31]1([CH2:36][OH:37])[CH2:35][CH2:34][CH2:33][CH2:32]1.C(O[BH-](OC(=O)C)OC(=O)C)(=O)C.[Na+], predict the reaction product. The product is: [Cl:1][C:2]1[CH:10]=[CH:9][C:8]([C:11]2[N:12]([C:22]([O:24][C:25]([CH3:27])([CH3:26])[CH3:28])=[O:23])[C:13]3[C:18]([CH:19]=2)=[CH:17][C:16]([CH2:20][NH:30][C:31]2([CH2:36][OH:37])[CH2:35][CH2:34][CH2:33][CH2:32]2)=[CH:15][CH:14]=3)=[C:7]2[C:3]=1[CH2:4][NH:5][C:6]2=[O:29].